Predict which catalyst facilitates the given reaction. From a dataset of Catalyst prediction with 721,799 reactions and 888 catalyst types from USPTO. (1) Reactant: N[C:2]1[N:11]=[C:10]([C:12]2[CH:21]=[C:20]([CH3:22])[C:15]([O:16][CH2:17][CH2:18][OH:19])=[C:14]([CH3:23])[CH:13]=2)[CH:9]=[C:8]2[C:3]=1[C:4]([O:26][CH3:27])=[CH:5][C:6]([O:24][CH3:25])=[N:7]2.N([O-])=[O:29].[Na+]. Product: [OH:19][CH2:18][CH2:17][O:16][C:15]1[C:20]([CH3:22])=[CH:21][C:12]([C:10]2[NH:11][C:2](=[O:29])[C:3]3[C:4]([O:26][CH3:27])=[CH:5][C:6]([O:24][CH3:25])=[N:7][C:8]=3[CH:9]=2)=[CH:13][C:14]=1[CH3:23]. The catalyst class is: 223. (2) Reactant: [F:1][C:2]([F:14])([F:13])[C:3]1[CH:8]=[CH:7][N:6]2[N:9]=[C:10]([NH2:12])[N:11]=[C:5]2[CH:4]=1.Br[C:16]1[CH:21]=[CH:20][C:19]([N:22]2[CH:26]=[C:25]([CH3:27])[N:24]=[CH:23]2)=[C:18]([O:28][CH3:29])[CH:17]=1.C(Cl)Cl. Product: [CH3:29][O:28][C:18]1[CH:17]=[C:16]([NH:12][C:10]2[N:11]=[C:5]3[CH:4]=[C:3]([C:2]([F:13])([F:1])[F:14])[CH:8]=[CH:7][N:6]3[N:9]=2)[CH:21]=[CH:20][C:19]=1[N:22]1[CH:26]=[C:25]([CH3:27])[N:24]=[CH:23]1. The catalyst class is: 61. (3) Product: [Br:7][C:8]1[CH:9]=[C:10]([C:21]([OH:25])=[O:22])[N:11]([C:13]2[C:18]([Cl:19])=[CH:17][N:16]=[CH:15][C:14]=2[Cl:20])[CH:12]=1. Reactant: [Mn]([O-])(=O)(=O)=O.[K+].[Br:7][C:8]1[CH:9]=[C:10]([CH:21]=[O:22])[N:11]([C:13]2[C:18]([Cl:19])=[CH:17][N:16]=[CH:15][C:14]=2[Cl:20])[CH:12]=1.CC(C)=[O:25].[OH-].[Na+]. The catalyst class is: 6. (4) Reactant: [C:1]([O:5][C:6]([N:8]1[CH2:12][C@@H:11]([NH:13][CH2:14][CH2:15][NH:16][C:17]2[CH:22]=[CH:21][C:20]([C:23]#[N:24])=[CH:19][N:18]=2)[CH2:10][C@H:9]1[C:25]([N:27]1[CH2:31][CH2:30][S:29][CH2:28]1)=[O:26])=[O:7])([CH3:4])([CH3:3])[CH3:2].C(N(CC)CC)C.[C:39](Cl)(=[O:41])[CH3:40].C(=O)([O-])O.[Na+]. Product: [C:39]([N:13]([C@@H:11]1[CH2:12][N:8]([C:6]([O:5][C:1]([CH3:4])([CH3:2])[CH3:3])=[O:7])[C@H:9]([C:25]([N:27]2[CH2:31][CH2:30][S:29][CH2:28]2)=[O:26])[CH2:10]1)[CH2:14][CH2:15][NH:16][C:17]1[CH:22]=[CH:21][C:20]([C:23]#[N:24])=[CH:19][N:18]=1)(=[O:41])[CH3:40]. The catalyst class is: 4. (5) Reactant: [NH:1]1[CH:5]=[N:4][C:3]([C:6]([O:8]C)=O)=[N:2]1.[CH:10]([NH2:13])([CH3:12])[CH3:11]. Product: [CH3:11][CH:10]([NH:13][C:6]([C:3]1[N:4]=[CH:5][NH:1][N:2]=1)=[O:8])[CH3:12]. The catalyst class is: 5.